This data is from Forward reaction prediction with 1.9M reactions from USPTO patents (1976-2016). The task is: Predict the product of the given reaction. Given the reactants [C-:1]#[N:2].[K+].[Cl:4][C:5]1[C:10]([CH2:11][C:12]2[CH:17]=[CH:16][C:15]([CH2:18]Cl)=[CH:14][C:13]=2[O:20][CH3:21])=[C:9]([CH3:22])[N:8]=[C:7]([NH2:23])[N:6]=1, predict the reaction product. The product is: [NH2:23][C:7]1[N:6]=[C:5]([Cl:4])[C:10]([CH2:11][C:12]2[CH:17]=[CH:16][C:15]([CH2:18][C:1]#[N:2])=[CH:14][C:13]=2[O:20][CH3:21])=[C:9]([CH3:22])[N:8]=1.